From a dataset of Forward reaction prediction with 1.9M reactions from USPTO patents (1976-2016). Predict the product of the given reaction. (1) The product is: [CH3:1][NH:2][N:3]=[CH:4][C:5]1[CH:10]=[CH:9][CH:8]=[CH:7][CH:6]=1. Given the reactants [CH3:1][NH:2][NH2:3].[CH:4](=O)[C:5]1[CH:10]=[CH:9][CH:8]=[CH:7][CH:6]=1, predict the reaction product. (2) The product is: [CH:1]1([NH:7][C:8]([N:10]2[CH2:15][CH2:14][CH2:13][CH2:12][CH2:11]2)=[O:9])[CH2:6][CH2:5][CH2:4][CH2:3][CH2:2]1. Given the reactants [CH:1]1([N:7]=[C:8]=[O:9])[CH2:6][CH2:5][CH2:4][CH2:3][CH2:2]1.[NH:10]1[CH2:15][CH2:14][CH2:13][CH2:12][CH2:11]1, predict the reaction product. (3) Given the reactants [CH3:1][O:2][C:3]1[CH:14]=[CH:13][C:6]2[CH2:7][CH2:8][CH2:9][C:10](=[O:12])[NH:11][C:5]=2[CH:4]=1.C1C(=O)N([Br:22])C(=O)C1, predict the reaction product. The product is: [Br:22][C:14]1[C:3]([O:2][CH3:1])=[CH:4][C:5]2[NH:11][C:10](=[O:12])[CH2:9][CH2:8][CH2:7][C:6]=2[CH:13]=1. (4) Given the reactants [BH4-].[Na+].[F:3][C:4]1[CH:11]=[CH:10][C:9]([S:12][C:13]#N)=[CH:8][C:5]=1[C:6]#[N:7].CI.O, predict the reaction product. The product is: [F:3][C:4]1[CH:11]=[CH:10][C:9]([S:12][CH3:13])=[CH:8][C:5]=1[C:6]#[N:7]. (5) Given the reactants [CH3:1][N:2]1[CH2:7][CH2:6][N:5]([C:8]([O:10][C@@H:11]2[N:20]([C:21]3[CH:22]=[CH:23][C:24]([Cl:27])=[CH:25][N:26]=3)[C:18](=[O:19])[C:13]3[N:14]=[CH:15][CH:16]=[N:17][C:12]2=3)=[O:9])[CH2:4][CH2:3]1.[C:28]([OH:36])(=[O:35])[C@H:29]([CH2:31][C:32]([OH:34])=[O:33])[OH:30], predict the reaction product. The product is: [CH3:1][N:2]1[CH2:7][CH2:6][N:5]([C:8]([O:10][C@@H:11]2[N:20]([C:21]3[CH:22]=[CH:23][C:24]([Cl:27])=[CH:25][N:26]=3)[C:18](=[O:19])[C:13]3[N:14]=[CH:15][CH:16]=[N:17][C:12]2=3)=[O:9])[CH2:4][CH2:3]1.[C:28]([O-:36])(=[O:35])[C@H:29]([CH2:31][C:32]([O-:34])=[O:33])[OH:30]. (6) Given the reactants [C:1]([O:9]CC)(=O)[CH2:2][C:3]([O:5]CC)=O.[Cl:12][C:13]1[CH:19]=[C:18]([Cl:20])[CH:17]=[CH:16][C:14]=1[NH2:15], predict the reaction product. The product is: [Cl:12][C:13]1[CH:19]=[C:18]([Cl:20])[CH:17]=[CH:16][C:14]=1[NH:15][C:3](=[O:5])[CH2:2][C:1]([NH:15][C:14]1[CH:16]=[CH:17][C:18]([Cl:20])=[CH:19][C:13]=1[Cl:12])=[O:9]. (7) Given the reactants Cl[C:2]1[CH:7]=[CH:6][N:5]=[C:4]2[N:8]([CH2:24][O:25][CH2:26][CH2:27][Si:28]([CH3:31])([CH3:30])[CH3:29])[N:9]=[C:10]([C:11]3[CH2:12][CH2:13][N:14]([C:17]([O:19][C:20]([CH3:23])([CH3:22])[CH3:21])=[O:18])[CH2:15][CH:16]=3)[C:3]=12.[CH3:32][OH:33], predict the reaction product. The product is: [CH3:32][O:33][C:2]1[CH:7]=[CH:6][N:5]=[C:4]2[N:8]([CH2:24][O:25][CH2:26][CH2:27][Si:28]([CH3:31])([CH3:30])[CH3:29])[N:9]=[C:10]([C:11]3[CH2:12][CH2:13][N:14]([C:17]([O:19][C:20]([CH3:23])([CH3:22])[CH3:21])=[O:18])[CH2:15][CH:16]=3)[C:3]=12.